The task is: Predict which catalyst facilitates the given reaction.. This data is from Catalyst prediction with 721,799 reactions and 888 catalyst types from USPTO. (1) Reactant: [CH3:1][C:2]1[CH:7]=[CH:6][C:5]([S:8]([O:11][CH2:12][CH2:13][CH2:14][CH2:15][CH2:16][O:17][CH2:18][CH2:19][CH2:20][O:21][CH2:22][C:23]([O:25]C(C)(C)C)=[O:24])(=[O:10])=[O:9])=[CH:4][CH:3]=1.FC(F)(F)C(O)=O. Product: [CH3:1][C:2]1[CH:7]=[CH:6][C:5]([S:8]([O:11][CH2:12][CH2:13][CH2:14][CH2:15][CH2:16][O:17][CH2:18][CH2:19][CH2:20][O:21][CH2:22][C:23]([OH:25])=[O:24])(=[O:9])=[O:10])=[CH:4][CH:3]=1. The catalyst class is: 4. (2) Reactant: [O:1]=[C:2]([C:12]1[CH:17]=[CH:16][CH:15]=[CH:14][CH:13]=1)[CH2:3][NH:4][C:5](=[O:11])[O:6][C:7]([CH3:10])([CH3:9])[CH3:8].[CH2:18]=[O:19].[C:20]([O-:23])([O-])=O.[K+].[K+].Cl.[Na+].[Cl-]. Product: [OH:19][CH2:18][C:3]([NH:4][C:5](=[O:11])[O:6][C:7]([CH3:10])([CH3:8])[CH3:9])([CH2:20][OH:23])[C:2](=[O:1])[C:12]1[CH:17]=[CH:16][CH:15]=[CH:14][CH:13]=1. The catalyst class is: 14. (3) Reactant: [F:1][CH:2]([F:14])[O:3][C:4]1[CH:5]=[C:6]2[C:10](=[CH:11][CH:12]=1)[NH:9][N:8]=[C:7]2[I:13].C([O-])([O-])=O.[K+].[K+].Cl[CH2:22][CH2:23][CH2:24][N:25]([CH3:27])[CH3:26].O. The catalyst class is: 3. Product: [F:14][CH:2]([F:1])[O:3][C:4]1[CH:5]=[C:6]2[C:10](=[CH:11][CH:12]=1)[N:9]([CH2:22][CH2:23][CH2:24][N:25]([CH3:27])[CH3:26])[N:8]=[C:7]2[I:13].